Dataset: Full USPTO retrosynthesis dataset with 1.9M reactions from patents (1976-2016). Task: Predict the reactants needed to synthesize the given product. (1) The reactants are: [C:1]([NH:8][CH2:9][CH2:10][C:11]([OH:13])=O)([O:3][C:4]([CH3:7])([CH3:6])[CH3:5])=[O:2].[CH3:14][C:15]1(C)[O:22]C(=O)[CH2:19][C:17](=O)[O:16]1.C1(N=C=NC2CCCCC2)CCCCC1.C(NC1CCCCC1)(NC1CCCCC1)=O. Given the product [C:4]([O:3][C:1]([NH:8][CH2:9][CH2:10][C:11](=[O:13])[CH2:14][C:15]([O:16][CH2:17][CH3:19])=[O:22])=[O:2])([CH3:5])([CH3:6])[CH3:7], predict the reactants needed to synthesize it. (2) Given the product [OH:8][CH2:9][CH2:10][N:11]([CH:46]([CH3:48])[CH3:47])[C:12]([C:14]1[C:19]([O:20][CH2:21][C:22]2[CH:27]=[CH:26][CH:25]=[CH:24][CH:23]=2)=[C:18]([OH:28])[N:17]=[C:16]([CH2:29][C:30]2([C:40]3[CH:41]=[CH:42][CH:43]=[CH:44][CH:45]=3)[CH2:31][CH2:32][C:33](=[O:34])[CH2:38][CH2:39]2)[N:15]=1)=[O:13], predict the reactants needed to synthesize it. The reactants are: [Si]([O:8][CH2:9][CH2:10][N:11]([CH:46]([CH3:48])[CH3:47])[C:12]([C:14]1[C:19]([O:20][CH2:21][C:22]2[CH:27]=[CH:26][CH:25]=[CH:24][CH:23]=2)=[C:18]([OH:28])[N:17]=[C:16]([CH2:29][C:30]2([C:40]3[CH:45]=[CH:44][CH:43]=[CH:42][CH:41]=3)[CH2:39][CH2:38][C:33]3(OCC[O:34]3)[CH2:32][CH2:31]2)[N:15]=1)=[O:13])(C(C)(C)C)(C)C.Cl.C(OCC)(=O)C. (3) The reactants are: C(OC(=O)[NH:10][CH2:11][CH2:12][CH2:13][CH2:14][C:15]1[CH:20]=[CH:19][C:18]([O:21][CH2:22][CH2:23][CH2:24][C:25]2[NH:29][N:28]=[N:27][N:26]=2)=[CH:17][CH:16]=1)C1C=CC=CC=1. Given the product [NH:29]1[C:25]([CH2:24][CH2:23][CH2:22][O:21][C:18]2[CH:19]=[CH:20][C:15]([CH2:14][CH2:13][CH2:12][CH2:11][NH2:10])=[CH:16][CH:17]=2)=[N:26][N:27]=[N:28]1, predict the reactants needed to synthesize it. (4) The reactants are: [CH3:1][C:2]1[N:3]([C:8]2[N:13]=[CH:12][C:11]([C@@H:14]([OH:29])[CH2:15][NH:16][CH2:17][C@H:18]3[CH2:27][CH2:26][C:25]4[C:20](=[CH:21][CH:22]=[C:23]([I:28])[CH:24]=4)[O:19]3)=[CH:10][CH:9]=2)[C:4]([CH3:7])=[CH:5][CH:6]=1.[C:30](O[C:30]([O:32][C:33]([CH3:36])([CH3:35])[CH3:34])=[O:31])([O:32][C:33]([CH3:36])([CH3:35])[CH3:34])=[O:31]. Given the product [CH3:1][C:2]1[N:3]([C:8]2[N:13]=[CH:12][C:11]([C@@H:14]([OH:29])[CH2:15][N:16]([CH2:17][C@H:18]3[CH2:27][CH2:26][C:25]4[C:20](=[CH:21][CH:22]=[C:23]([I:28])[CH:24]=4)[O:19]3)[C:30](=[O:31])[O:32][C:33]([CH3:36])([CH3:35])[CH3:34])=[CH:10][CH:9]=2)[C:4]([CH3:7])=[CH:5][CH:6]=1, predict the reactants needed to synthesize it. (5) Given the product [F:1][C:2]1[CH:7]=[CH:6][C:5]([CH2:8][C:9]([N:14]=[C:13]=[S:12])=[O:10])=[CH:4][CH:3]=1, predict the reactants needed to synthesize it. The reactants are: [F:1][C:2]1[CH:7]=[CH:6][C:5]([CH2:8][C:9](Cl)=[O:10])=[CH:4][CH:3]=1.[S-:12][C:13]#[N:14].[NH4+]. (6) Given the product [C:4]([O:6][CH:7]([CH3:9])[CH3:8])(=[O:5])/[CH:3]=[CH:2]/[C:1]([O:11][CH:12]([CH3:14])[CH3:13])=[O:10].[C:15]([O:25][CH:26]([CH3:28])[CH3:27])(=[O:24])[CH:16]=[CH:17][C:18]1[CH:19]=[CH:20][CH:21]=[CH:22][CH:23]=1.[C:29]([O-:33])(=[O:32])[CH:30]=[CH2:31], predict the reactants needed to synthesize it. The reactants are: [C:1]([O:11][CH:12]([CH3:14])[CH3:13])(=[O:10])/[CH:2]=[CH:3]/[C:4]([O:6][CH:7]([CH3:9])[CH3:8])=[O:5].[C:15]([O:25][CH:26]([CH3:28])[CH3:27])(=[O:24])[CH:16]=[CH:17][C:18]1[CH:23]=[CH:22][CH:21]=[CH:20][CH:19]=1.[C:29]([OH:33])(=[O:32])[CH:30]=[CH2:31].NC(OCC)=O.C([O-])(=O)C=C.C(OOOC(C)(C)C)(=O)C(C)(C)C. (7) The reactants are: [F:1][C:2]1[CH:7]=[C:6]([F:8])[CH:5]=[CH:4][C:3]=1[N:9]1[C:16]2[C@H:15]3[CH2:17][C@H:14]3[CH2:13][C:12]=2[C:11]([C:18](O)=[O:19])=[N:10]1.[O:21]1[CH2:26][CH2:25][CH:24]([CH2:27][NH2:28])[CH2:23][CH2:22]1.CN(C(ON1N=NC2C=CC=NC1=2)=[N+](C)C)C.F[P-](F)(F)(F)(F)F.CCN(CC)CC. Given the product [O:21]1[CH2:26][CH2:25][CH:24]([CH2:27][NH:28][C:18]([C:11]2[C:12]3[CH2:13][C@@H:14]4[CH2:17][C@@H:15]4[C:16]=3[N:9]([C:3]3[CH:4]=[CH:5][C:6]([F:8])=[CH:7][C:2]=3[F:1])[N:10]=2)=[O:19])[CH2:23][CH2:22]1, predict the reactants needed to synthesize it.